Dataset: Reaction yield outcomes from USPTO patents with 853,638 reactions. Task: Predict the reaction yield, written as a fraction of the theoretical maximum amount of product (1.0 means a 100% yield; for example, 0.34 means a 34% yield). (1) The reactants are Cl.[CH3:2][O:3][C:4]1[CH:9]=[CH:8][CH:7]=[CH:6][C:5]=1[N:10]1[CH2:15][CH2:14][NH:13][CH2:12][CH2:11]1.C([O-])([O-])=O.[K+].[K+].Cl[C:23]1[C:32]2[C:27](=[CH:28][C:29]([O:35][CH3:36])=[C:30]([O:33][CH3:34])[CH:31]=2)[N:26]=[C:25]([CH:37]2[CH2:39][CH2:38]2)[N:24]=1.ClC1N=CC2C(=CC=CC=2)N=1. The catalyst is O1CCOCC1. The product is [CH:37]1([C:25]2[N:24]=[C:23]([N:13]3[CH2:14][CH2:15][N:10]([C:5]4[CH:6]=[CH:7][CH:8]=[CH:9][C:4]=4[O:3][CH3:2])[CH2:11][CH2:12]3)[C:32]3[C:27](=[CH:28][C:29]([O:35][CH3:36])=[C:30]([O:33][CH3:34])[CH:31]=3)[N:26]=2)[CH2:39][CH2:38]1. The yield is 0.140. (2) The reactants are ClC1C=C(NN=C(Cl)S(C)(=O)=O)C=CC=1.IC1C=CC(N2CCC=C(N3CCOCC3)C2=O)=CC=1.C(N(CC)CC)C.[Cl:43][C:44]1[CH:45]=[C:46]([N:50]2[C:54]3(N4CCOCC4)[C:55](=[O:66])[N:56]([C:59]4[CH:64]=[CH:63][C:62]([I:65])=[CH:61][CH:60]=4)[CH2:57][CH2:58][CH:53]3[C:52]([S:73]([CH3:76])(=[O:75])=[O:74])=[N:51]2)[CH:47]=[CH:48][CH:49]=1. The catalyst is C1(C)C=CC=CC=1. The product is [Cl:43][C:44]1[CH:45]=[C:46]([N:50]2[C:54]3[C:55](=[O:66])[N:56]([C:59]4[CH:60]=[CH:61][C:62]([I:65])=[CH:63][CH:64]=4)[CH2:57][CH2:58][C:53]=3[C:52]([S:73]([CH3:76])(=[O:75])=[O:74])=[N:51]2)[CH:47]=[CH:48][CH:49]=1. The yield is 0.640. (3) The reactants are Br[C:2]1[CH:7]=[CH:6][CH:5]=[C:4]([F:8])[C:3]=1[NH:9][C:10](=[O:15])[C:11]([CH3:14])([CH3:13])[CH3:12].C([Li])CCC.CN(C)[CH:23]=[O:24]. The catalyst is O1CCCC1. The product is [F:8][C:4]1[CH:5]=[CH:6][CH:7]=[C:2]([CH:23]=[O:24])[C:3]=1[NH:9][C:10](=[O:15])[C:11]([CH3:14])([CH3:13])[CH3:12]. The yield is 0.800. (4) The yield is 0.710. The product is [N:1]([CH:4]([CH2:8][C:9]1[CH:14]=[CH:13][CH:12]=[CH:11][CH:10]=1)[C:5]([NH:41][CH2:34][C:35]1[CH:40]=[CH:39][CH:38]=[CH:37][CH:36]=1)=[O:7])=[N+:2]=[N-:3]. The reactants are [N:1]([CH:4]([CH2:8][C:9]1[CH:14]=[CH:13][CH:12]=[CH:11][CH:10]=1)[C:5]([OH:7])=O)=[N+:2]=[N-:3].C1C=CC2N(O)N=NC=2C=1.CC(C)N=C=NC(C)C.[CH2:34]([NH2:41])[C:35]1[CH:40]=[CH:39][CH:38]=[CH:37][CH:36]=1. The catalyst is C(Cl)Cl. (5) The reactants are [CH:1]1([CH:4]([C:29]2[CH:30]=[N:31][C:32]([O:35][CH3:36])=[CH:33][CH:34]=2)[O:5][C:6]2[CH:26]=[CH:25][C:9]([CH2:10][NH:11][C:12]3[C:17]([NH2:18])=[CH:16][C:15]([C:19]4[CH:20]=[N:21][N:22]([CH3:24])[CH:23]=4)=[CH:14][N:13]=3)=[CH:8][C:7]=2[O:27][CH3:28])[CH2:3][CH2:2]1.C(N(CC)CC)C.[C:44]([N:49]=[C:50]=S)(=[O:48])[O:45][CH2:46][CH3:47].C1(S(Cl)(=O)=O)C=CC=CC=1. The catalyst is O1CCCC1. The product is [CH2:46]([O:45][C:44](=[O:48])[NH:49][C:50]1[N:11]([CH2:10][C:9]2[CH:25]=[CH:26][C:6]([O:5][CH:4]([CH:1]3[CH2:3][CH2:2]3)[C:29]3[CH:30]=[N:31][C:32]([O:35][CH3:36])=[CH:33][CH:34]=3)=[C:7]([O:27][CH3:28])[CH:8]=2)[C:12]2=[N:13][CH:14]=[C:15]([C:19]3[CH:20]=[N:21][N:22]([CH3:24])[CH:23]=3)[CH:16]=[C:17]2[N:18]=1)[CH3:47]. The yield is 0.680. (6) The reactants are [CH3:1][O:2][C:3]1[CH:27]=[C:26]([O:28][CH3:29])[CH:25]=[CH:24][C:4]=1[CH2:5][N:6]([C:19]1[S:23][N:22]=[CH:21][N:20]=1)[S:7]([C:10]1[CH:15]=[C:14]([F:16])[C:13](F)=[CH:12][C:11]=1[F:18])(=[O:9])=[O:8].[I:30][C:31]1[CH:36]=[C:35]([C:37]([F:40])([F:39])[F:38])[CH:34]=[CH:33][C:32]=1[OH:41]. No catalyst specified. The product is [CH3:1][O:2][C:3]1[CH:27]=[C:26]([O:28][CH3:29])[CH:25]=[CH:24][C:4]=1[CH2:5][N:6]([C:19]1[S:23][N:22]=[CH:21][N:20]=1)[S:7]([C:10]1[CH:15]=[C:14]([F:16])[C:13]([O:41][C:32]2[CH:33]=[CH:34][C:35]([C:37]([F:38])([F:39])[F:40])=[CH:36][C:31]=2[I:30])=[CH:12][C:11]=1[F:18])(=[O:8])=[O:9]. The yield is 0.670.